Dataset: Experimentally validated miRNA-target interactions with 360,000+ pairs, plus equal number of negative samples. Task: Binary Classification. Given a miRNA mature sequence and a target amino acid sequence, predict their likelihood of interaction. (1) The miRNA is hsa-miR-302d-3p with sequence UAAGUGCUUCCAUGUUUGAGUGU. The protein sequence of the target gene is MKVTVCFGRTGIVVPCKDGQLRVRELTQQALQRYLKTRDQDPGYWVKIHHLEYTDGGILDPDDVLADVVEDKDKLIAVFDEQEPLQKTESPGGNPADRQSPDAFETEVAAQLAAFKPVGGEIVVTPSALKLGTPLLVRRSSDPAPGPHADAQPSTASLSGQSLKPVVLDSTQNVENKEAMNGEQAGLLSLHRPKDELSDMTRAVEISGEGDPLGIHVVPFFSSLSGRILGLFIRGIEENSRCKQEGLFQENECIVKINNVELLDKTFAQAQDVFRQAMKSPSVILHVLLPQNREQYEKSV.... Result: 0 (no interaction). (2) The miRNA is hsa-miR-93-5p with sequence CAAAGUGCUGUUCGUGCAGGUAG. The protein sequence of the target gene is MAAAAAALSGAGTPPAGGGAGGGGAGGGGSPPGGWAVARLEGREFEYLMKKRSVTIGRNSSQGSVDVSMGHSSFISRRHLEIFTPPGGGGHGGAAPELPPAQPRPDAGGDFYLRCLGKNGVFVDGVFQRRGAPPLQLPRVCTFRFPSTNIKITFTALSSEKREKQEASESPVKAVQPHISPLTINIPDTMAHLISPLPSPTGTISAANSCPSSPRGAGSSGYKVGRVMPSDLNLMADNSQPENEKEASGGDSPKDDSKPPYSYAQLIVQAITMAPDKQLTLNGIYTHITKNYPYYRTADK.... Result: 1 (interaction). (3) The miRNA is hsa-miR-301b-3p with sequence CAGUGCAAUGAUAUUGUCAAAGC. The protein sequence of the target gene is MSTVEEDSDTVTVETVNSVTLTQDTEGNLILHCPQNEADEIDSEDSIEPPHKRLCLSSEDDQSIDDSTPCISVVALPLSENDQSFEVTMTATTEVADDEVTEGTVTQIQILQNEQLDEISPLGNEEVSAVSQAWFTTKEDKDSLTNKGHKWKQGMWSKEEIDILMNNIERYLKARGIKDATEIIFEMSKDERKDFYRTIAWGLNRPLFAVYRRVLRMYDDRNHVGKYTPEEIEKLKELRIKHGNDWATIGAALGRSASSVKDRCRLMKDTCNTGKWTEEEEKRLAEVVHELTSTEPGDIV.... Result: 0 (no interaction). (4) The miRNA is hsa-miR-2115-5p with sequence AGCUUCCAUGACUCCUGAUGGA. The protein sequence of the target gene is MAALSKSIPHNCYEIGHTWHPSCRVSFLQITWGALEESLRIYAPLYLIAAVLRKRKLEYYLYKLLPEILQSASFLTANGALYITFFCILRKILGKFYSWTPGFGAALPASYVAILIERKSRRGLLTIYMANLATETLFRMGVARGTITTLRNGEVLLFCITAAMYMFFFRCKDGLKGFTFSALRFIVGKEEIPTHSYSPETAYAKVEQKREKHKGTPRAMSIIALVRTLVDSVCKHGPRHRCCKHYEDNCISYCIKGFIRMFSVGYLIQCCLRIPSAFRHLFTEPSRLLSLFYNKENFQL.... Result: 0 (no interaction). (5) The miRNA is mmu-miR-669b-5p with sequence AGUUUUGUGUGCAUGUGCAUGU. The protein sequence of the target gene is MTKKKRENLGVAQEIDGLEEKLSRCRKDLEAVTSQLYRAELSPEDRRSLEKEKHTLMNKASKYEKELKLLRHENRKNTLLSVAIFTVFALLYAYWTM. Result: 1 (interaction).